This data is from Forward reaction prediction with 1.9M reactions from USPTO patents (1976-2016). The task is: Predict the product of the given reaction. (1) Given the reactants [F:1][C:2]([F:44])([F:43])[C:3]1[CH:4]=[C:5]([CH:40]=[CH:41][CH:42]=1)[CH2:6][NH:7][C:8]([C:10]1[CH:15]=[CH:14][N:13]=[C:12]([C:16]2[CH:21]=[C:20]([N:22]3[CH2:27][CH2:26][CH2:25][CH2:24][CH2:23]3)[CH:19]=[CH:18][C:17]=2[NH:28][C:29]([C:31]2[CH:32]=[C:33]([CH:37]=[CH:38][CH:39]=2)[C:34]([OH:36])=O)=[O:30])[CH:11]=1)=[O:9].[CH3:45][NH:46][CH2:47][CH2:48][O:49][CH2:50][CH2:51][OH:52], predict the reaction product. The product is: [OH:52][CH2:51][CH2:50][O:49][CH2:48][CH2:47][N:46]([CH3:45])[C:34](=[O:36])[C:33]1[CH:37]=[CH:38][CH:39]=[C:31]([C:29]([NH:28][C:17]2[CH:18]=[CH:19][C:20]([N:22]3[CH2:23][CH2:24][CH2:25][CH2:26][CH2:27]3)=[CH:21][C:16]=2[C:12]2[CH:11]=[C:10]([C:8](=[O:9])[NH:7][CH2:6][C:5]3[CH:40]=[CH:41][CH:42]=[C:3]([C:2]([F:1])([F:43])[F:44])[CH:4]=3)[CH:15]=[CH:14][N:13]=2)=[O:30])[CH:32]=1. (2) Given the reactants [NH2:1][C:2]1[CH:12]=[C:11]([CH2:13][N:14]2[CH2:18][CH2:17][C@@H:16]([NH:19][C:20]([O:22][C:23]([CH3:26])([CH3:25])[CH3:24])=[O:21])[CH2:15]2)[C:10]([Br:27])=[CH:9][C:3]=1[C:4]([O:6]CC)=[O:5].NC1C(Br)=CC(C(F)(F)F)=CC=1C(O)=O, predict the reaction product. The product is: [NH2:1][C:2]1[CH:12]=[C:11]([CH2:13][N:14]2[CH2:18][CH2:17][C@@H:16]([NH:19][C:20]([O:22][C:23]([CH3:25])([CH3:24])[CH3:26])=[O:21])[CH2:15]2)[C:10]([Br:27])=[CH:9][C:3]=1[C:4]([OH:6])=[O:5]. (3) The product is: [CH2:1]([O:8][C@@H:9]1[C@@H:17]([C@@H:18]([O:19][CH2:40][C:41]2[CH:46]=[CH:45][CH:44]=[CH:43][CH:42]=2)[CH:20]2[S:25][CH2:24][CH2:23][CH2:22][S:21]2)[O:16][C@H:15]2[C@H:11]([N:12]=[C:13]([N:26]([CH3:28])[CH3:27])[S:14]2)[C@H:10]1[O:29][CH2:30][C:31]1[CH:32]=[CH:33][CH:34]=[CH:35][CH:36]=1)[C:2]1[CH:3]=[CH:4][CH:5]=[CH:6][CH:7]=1. Given the reactants [CH2:1]([O:8][C@@H:9]1[C@@H:17]([C@H:18]([CH:20]2[S:25][CH2:24][CH2:23][CH2:22][S:21]2)[OH:19])[O:16][C@H:15]2[C@H:11]([N:12]=[C:13]([N:26]([CH3:28])[CH3:27])[S:14]2)[C@H:10]1[O:29][CH2:30][C:31]1[CH:36]=[CH:35][CH:34]=[CH:33][CH:32]=1)[C:2]1[CH:7]=[CH:6][CH:5]=[CH:4][CH:3]=1.[H-].[Na+].Br[CH2:40][C:41]1[CH:46]=[CH:45][CH:44]=[CH:43][CH:42]=1, predict the reaction product. (4) The product is: [CH3:3][O:4][C:5](=[O:14])[CH2:6][C:7]1[CH:8]=[C:9]([C:20]2[CH:19]=[CH:18][C:17]([O:16][CH3:15])=[CH:22][C:21]=2[O:23][CH3:24])[CH:10]=[CH:11][CH:12]=1. Given the reactants N#N.[CH3:3][O:4][C:5](=[O:14])[CH2:6][C:7]1[CH:12]=[CH:11][CH:10]=[C:9](Br)[CH:8]=1.[CH3:15][O:16][C:17]1[CH:22]=[C:21]([O:23][CH3:24])[CH:20]=[CH:19][C:18]=1B(O)O.C([O-])(O)=O.[Na+], predict the reaction product. (5) Given the reactants [Cl:1][C:2]1[C:3](I)=[N:4][N:5]([CH:8]2[CH2:12][CH2:11][N:10]([C:13]3[CH:14]=[N:15][N:16]([C:21]4[CH:26]=[CH:25][C:24]([F:27])=[CH:23][CH:22]=4)[C:17]=3[CH:18]([CH3:20])[CH3:19])[C:9]2=[O:28])[C:6]=1[CH3:7].[CH3:30][N:31](C=O)C, predict the reaction product. The product is: [Cl:1][C:2]1[C:3]([C:30]#[N:31])=[N:4][N:5]([CH:8]2[CH2:12][CH2:11][N:10]([C:13]3[CH:14]=[N:15][N:16]([C:21]4[CH:26]=[CH:25][C:24]([F:27])=[CH:23][CH:22]=4)[C:17]=3[CH:18]([CH3:20])[CH3:19])[C:9]2=[O:28])[C:6]=1[CH3:7]. (6) Given the reactants [C:12]([O:11][CH2:10][CH2:9][S:8][S:8][CH2:9][CH2:10][O:11][C:12](=[O:14])[NH2:13])(=[O:14])[NH2:13].C(P(CCCC)CCCC)CCC.[Cl:28][C:29]1[C:30]([C:42]2[CH:47]=[C:46](S(C)=O)[N:45]=[C:44]([NH2:51])[N:43]=2)=[C:31]2[CH:40]=[CH:39][CH:38]=[C:37]3[C:32]2=[C:33]([CH:41]=1)[CH2:34][O:35][CH2:36]3.C(N(CC)C(C)C)(C)C.Cl, predict the reaction product. The product is: [NH2:51][C:44]1[N:45]=[C:46]([S:8][CH2:9][CH2:10][O:11][C:12](=[O:14])[NH2:13])[CH:47]=[C:42]([C:30]2[C:29]([Cl:28])=[CH:41][C:33]3[CH2:34][O:35][CH2:36][C:37]4[C:32]=3[C:31]=2[CH:40]=[CH:39][CH:38]=4)[N:43]=1. (7) The product is: [F:30][C:29]([F:31])([F:32])[C:20]1[CH:21]=[C:22]([C:25]([F:28])([F:26])[F:27])[CH:23]=[CH:24][C:19]=1[CH2:18][NH:1][C:2]1[CH:16]=[CH:15][C:5]2[C:6](=[O:14])[NH:7][C:8]3[C:13]([C:4]=2[CH:3]=1)=[CH:12][CH:11]=[CH:10][N:9]=3. Given the reactants [NH2:1][C:2]1[CH:16]=[CH:15][C:5]2[C:6](=[O:14])[NH:7][C:8]3[C:13]([C:4]=2[CH:3]=1)=[CH:12][CH:11]=[CH:10][N:9]=3.Br[CH2:18][C:19]1[CH:24]=[CH:23][C:22]([C:25]([F:28])([F:27])[F:26])=[CH:21][C:20]=1[C:29]([F:32])([F:31])[F:30], predict the reaction product. (8) Given the reactants [O:1]=[C:2]1[C:6]2([CH2:11][CH2:10][NH:9][CH2:8][CH2:7]2)[N:5]([C:12]2[CH:17]=[CH:16][CH:15]=[CH:14][CH:13]=2)[CH2:4][N:3]1[CH2:18][C:19]1[CH:20]=[C:21]([CH:29]=[CH:30][CH:31]=1)[C:22]([O:24][C:25]([CH3:28])([CH3:27])[CH3:26])=[O:23].I[CH2:33][CH2:34][CH2:35][N:36]1[C:40]2[CH:41]=[CH:42][C:43](=O)[CH2:44][C:39]=2[NH:38][C:37]1=[O:46].C(=O)([O-])[O-].[K+].[K+], predict the reaction product. The product is: [O:1]=[C:2]1[C:6]2([CH2:11][CH2:10][N:9]([CH2:33][CH2:34][CH2:35][N:36]3[C:40]4[CH:41]=[CH:42][CH:43]=[CH:44][C:39]=4[NH:38][C:37]3=[O:46])[CH2:8][CH2:7]2)[N:5]([C:12]2[CH:13]=[CH:14][CH:15]=[CH:16][CH:17]=2)[CH2:4][N:3]1[CH2:18][C:19]1[CH:20]=[C:21]([CH:29]=[CH:30][CH:31]=1)[C:22]([O:24][C:25]([CH3:28])([CH3:26])[CH3:27])=[O:23]. (9) Given the reactants [C:1]1([CH2:7][O:8][C:9]2[CH:14]=[CH:13][C:12]([N:15]=[C:16]=[S:17])=[CH:11][CH:10]=2)[CH:6]=[CH:5][CH:4]=[CH:3][CH:2]=1.[C:18]1([CH2:24][NH:25][C@H:26]([C:28](O)=[O:29])[CH3:27])[CH:23]=[CH:22][CH:21]=[CH:20][CH:19]=1, predict the reaction product. The product is: [CH3:27][CH:26]1[N:25]([CH2:24][C:18]2[CH:23]=[CH:22][CH:21]=[CH:20][CH:19]=2)[C:16](=[S:17])[N:15]([C:12]2[CH:13]=[CH:14][C:9]([O:8][CH2:7][C:1]3[CH:2]=[CH:3][CH:4]=[CH:5][CH:6]=3)=[CH:10][CH:11]=2)[C:28]1=[O:29]. (10) Given the reactants [Br:1]N1C(=O)CCC1=O.ClC(Cl)C.[S:13]1[C:17]([N:18]([CH2:34][CH2:35][CH2:36][CH3:37])[S:19]([C:22]2[CH:27]=[CH:26][C:25]([C:28]3[NH:32][C:31](=[S:33])[O:30][N:29]=3)=[CH:24][CH:23]=2)(=[O:21])=[O:20])=[CH:16][C:15]2[CH:38]=[CH:39][CH:40]=[CH:41][C:14]1=2, predict the reaction product. The product is: [Br:1][C:16]1[C:15]2[CH:38]=[CH:39][CH:40]=[CH:41][C:14]=2[S:13][C:17]=1[N:18]([CH2:34][CH2:35][CH2:36][CH3:37])[S:19]([C:22]1[CH:27]=[CH:26][C:25]([C:28]2[NH:32][C:31](=[S:33])[O:30][N:29]=2)=[CH:24][CH:23]=1)(=[O:21])=[O:20].